Regression. Given a peptide amino acid sequence and an MHC pseudo amino acid sequence, predict their binding affinity value. This is MHC class I binding data. From a dataset of Peptide-MHC class I binding affinity with 185,985 pairs from IEDB/IMGT. (1) The peptide sequence is RTFGQPLFF. The MHC is HLA-A25:01 with pseudo-sequence HLA-A25:01. The binding affinity (normalized) is 0.0847. (2) The peptide sequence is AAILKQHKL. The MHC is HLA-A69:01 with pseudo-sequence HLA-A69:01. The binding affinity (normalized) is 0.0847. (3) The peptide sequence is CAASGFTFSSY. The MHC is HLA-A01:01 with pseudo-sequence HLA-A01:01. The binding affinity (normalized) is 0.529. (4) The peptide sequence is AKPYDINQML. The MHC is Mamu-A01 with pseudo-sequence Mamu-A01. The binding affinity (normalized) is 0.284. (5) The peptide sequence is TEWPQLKVA. The MHC is HLA-A02:01 with pseudo-sequence HLA-A02:01. The binding affinity (normalized) is 0.0847. (6) The peptide sequence is SLYNTVATL. The MHC is Mamu-A2201 with pseudo-sequence Mamu-A2201. The binding affinity (normalized) is 0.499. (7) The peptide sequence is FHAPPPSVC. The MHC is HLA-B46:01 with pseudo-sequence HLA-B46:01. The binding affinity (normalized) is 0.0847. (8) The peptide sequence is VFAVLSIVNR. The MHC is HLA-A31:01 with pseudo-sequence HLA-A31:01. The binding affinity (normalized) is 0.596. (9) The binding affinity (normalized) is 0.330. The peptide sequence is LSRVYQILQP. The MHC is Mamu-A02 with pseudo-sequence Mamu-A02. (10) The binding affinity (normalized) is 0.0847. The peptide sequence is RAYAAMHLW. The MHC is HLA-A02:12 with pseudo-sequence HLA-A02:12.